Dataset: Full USPTO retrosynthesis dataset with 1.9M reactions from patents (1976-2016). Task: Predict the reactants needed to synthesize the given product. (1) Given the product [CH:16]([C:15]1[CH:14]=[CH:13][C:12]([O:11][CH2:10][C@@H:9]([NH:8][C:6](=[O:7])[O:5][C:1]([CH3:2])([CH3:3])[CH3:4])[CH3:22])=[CH:21][CH:20]=1)=[O:17], predict the reactants needed to synthesize it. The reactants are: [C:1]([O:5][C:6]([NH:8][C@@H:9]([CH3:22])[CH2:10][O:11][C:12]1[CH:21]=[CH:20][C:15]([C:16](OC)=[O:17])=[CH:14][CH:13]=1)=[O:7])([CH3:4])([CH3:3])[CH3:2].[H-].C([Al+]CC(C)C)C(C)C.O.O.O.O.O.O.O.O.O.O.S([O-])([O-])(=O)=O.[Na+].[Na+].OCC1C=CC(OC[C@@H](NC(=O)OC(C)(C)C)C)=CC=1. (2) Given the product [CH:1]1([C:6]2[C:14]3[C:13]([C:15]#[N:16])=[CH:12][N:11]=[C:10]([O:17][CH3:18])[C:9]=3[N:8]([CH2:19][O:20][CH2:21][CH2:22][Si:23]([CH3:24])([CH3:26])[CH3:25])[CH:7]=2)[CH2:2][CH2:3][CH2:4][CH2:5]1, predict the reactants needed to synthesize it. The reactants are: [C:1]1([C:6]2[C:14]3[C:13]([C:15]#[N:16])=[CH:12][N:11]=[C:10]([O:17][CH3:18])[C:9]=3[N:8]([CH2:19][O:20][CH2:21][CH2:22][Si:23]([CH3:26])([CH3:25])[CH3:24])[CH:7]=2)[CH2:5][CH2:4][CH2:3][CH:2]=1. (3) The reactants are: Cl.[NH2:2][C:3]1([CH2:20][C:21]([O:23][CH3:24])=[O:22])[C:16]2[CH:15]=[C:14]([Cl:17])[N:13]=[C:12]([F:18])[C:11]=2[O:10][C:9]2[C:4]1=[CH:5][C:6]([Br:19])=[CH:7][CH:8]=2.CCN=C=NCCCN(C)C.Cl.[C:37]([O:41][C:42]([NH:44][C:45]([NH:47][CH3:48])=S)=[O:43])([CH3:40])([CH3:39])[CH3:38].CCN(C(C)C)C(C)C. Given the product [Br:19][C:6]1[CH:5]=[C:4]2[C:9](=[CH:8][CH:7]=1)[O:10][C:11]1[C:12]([F:18])=[N:13][C:14]([Cl:17])=[CH:15][C:16]=1[C:3]2([CH2:20][C:21]([O:23][CH3:24])=[O:22])[NH:2][C:45]([NH:47][CH3:48])=[N:44][C:42]([O:41][C:37]([CH3:38])([CH3:39])[CH3:40])=[O:43], predict the reactants needed to synthesize it. (4) Given the product [CH3:33][C:32]1[CH:31]=[C:30]([CH3:34])[NH:29][C:28](=[O:35])[C:27]=1[CH2:26][NH:25][C:24]([C:4]1[C:5]([CH3:23])=[C:6]([N:8]([CH3:22])[CH:9]2[CH2:10][CH2:11][N:12]([C:15]([O:17][C:18]([CH3:19])([CH3:21])[CH3:20])=[O:16])[CH2:13][CH2:14]2)[CH:7]=[C:2]([C:10]2[CH:11]=[N:12][C:13]([CH:40]=[O:43])=[CH:14][CH:9]=2)[CH:3]=1)=[O:36], predict the reactants needed to synthesize it. The reactants are: Br[C:2]1[CH:3]=[C:4]([C:24](=[O:36])[NH:25][CH2:26][C:27]2[C:28](=[O:35])[NH:29][C:30]([CH3:34])=[CH:31][C:32]=2[CH3:33])[C:5]([CH3:23])=[C:6]([N:8]([CH3:22])[CH:9]2[CH2:14][CH2:13][N:12]([C:15]([O:17][C:18]([CH3:21])([CH3:20])[CH3:19])=[O:16])[CH2:11][CH2:10]2)[CH:7]=1.B(O)O.[C:40]([O-:43])([O-])=O.[Na+].[Na+].CO. (5) Given the product [ClH:1].[Cl:1][C:2]1[CH:3]=[C:4]([C@@H:8]([OH:33])[CH2:9][NH:10][CH2:11][CH2:12][C:13]2[CH:14]=[CH:15][C:16]([S:19]([C:22]3[CH:23]=[C:24]([CH:30]=[CH:31][CH:32]=3)[C:25]([O:27][CH2:28][CH3:29])=[O:26])(=[O:21])=[O:20])=[CH:17][CH:18]=2)[CH:5]=[CH:6][CH:7]=1, predict the reactants needed to synthesize it. The reactants are: [Cl:1][C:2]1[CH:3]=[C:4]([C@@H:8]([OH:33])[CH2:9][NH:10][CH2:11][CH2:12][C:13]2[CH:18]=[CH:17][C:16]([S:19]([C:22]3[CH:23]=[C:24]([CH:30]=[CH:31][CH:32]=3)[C:25]([O:27][CH2:28][CH3:29])=[O:26])(=[O:21])=[O:20])=[CH:15][CH:14]=2)[CH:5]=[CH:6][CH:7]=1.